From a dataset of Reaction yield outcomes from USPTO patents with 853,638 reactions. Predict the reaction yield, written as a fraction of the theoretical maximum amount of product (1.0 means a 100% yield; for example, 0.34 means a 34% yield). (1) The reactants are [Cl:1][C:2]1[C:3]([F:11])=[C:4](N)[CH:5]=[C:6]([Cl:9])[C:7]=1[F:8].N([O-])=O.[Na+].[BrH:16]. The catalyst is O. The product is [Br:16][C:4]1[CH:5]=[C:6]([Cl:9])[C:7]([F:8])=[C:2]([Cl:1])[C:3]=1[F:11]. The yield is 0.480. (2) The reactants are [CH3:1][O:2][C:3]1[CH:11]=[CH:10][C:6]([C:7]([OH:9])=O)=[CH:5][C:4]=1[CH3:12].[CH3:13][CH:14]([CH2:16][CH:17]([NH2:21])[CH2:18][CH2:19][CH3:20])[CH3:15]. No catalyst specified. The product is [CH3:1][O:2][C:3]1[CH:11]=[CH:10][C:6]([C:7]([NH:21][CH:17]([CH2:18][CH2:19][CH3:20])[CH2:16][CH:14]([CH3:15])[CH3:13])=[O:9])=[CH:5][C:4]=1[CH3:12]. The yield is 0.450. (3) The reactants are CS(C)=O.[Cl-].[CH3:6][C:7]1[C:16]2[CH2:15][CH2:14][CH2:13][CH2:12][C:11]=2[N:10]2[N:17]=[C:18]([CH2:20][OH:21])[N:19]=[C:9]2[N:8]=1.C(N(CC)CC)C. The catalyst is ClCCl.O. The product is [CH3:6][C:7]1[C:16]2[CH2:15][CH2:14][CH2:13][CH2:12][C:11]=2[N:10]2[N:17]=[C:18]([CH:20]=[O:21])[N:19]=[C:9]2[N:8]=1. The yield is 0.990.